From a dataset of HIV replication inhibition screening data with 41,000+ compounds from the AIDS Antiviral Screen. Binary Classification. Given a drug SMILES string, predict its activity (active/inactive) in a high-throughput screening assay against a specified biological target. (1) The drug is CCOC(=O)c1cn(-c2ccccc2)c(=S)n2c1nc1ccccc12. The result is 0 (inactive). (2) The drug is CCC12CCCN(C1)C(=O)Cc1c([nH]c3ccccc13)C(=O)C2. The result is 0 (inactive). (3) The molecule is O=c1oc2ccccc2cc1Cl. The result is 0 (inactive). (4) The drug is CC1=C(O)C(=O)C2C(=O)C1C(C)C2c1ccc(C)cc1. The result is 0 (inactive). (5) The drug is CCCCCn1cnc2c1S(=O)(=O)N(C)C(NC(=O)c1ccccc1)=N2. The result is 0 (inactive). (6) The compound is CCCC1C(C#N)(C#N)C1(C#N)C#N. The result is 0 (inactive). (7) The drug is CCC=CC(=O)CC(O)(C(F)(F)F)C(F)(F)F. The result is 0 (inactive).